Task: Predict the product of the given reaction.. Dataset: Forward reaction prediction with 1.9M reactions from USPTO patents (1976-2016) (1) Given the reactants [Cl:1][C:2]1[CH:21]=[CH:20][C:5]([O:6][C:7]2[C:15]3[C:10](=[CH:11][CH:12]=[CH:13][C:14]=3[N+:16]([O-:18])=[O:17])[NH:9][C:8]=2[CH3:19])=[CH:4][CH:3]=1.CC(C)([O-])C.[Na+].Br[CH2:29][C:30]([O:32][CH2:33][CH3:34])=[O:31], predict the reaction product. The product is: [Cl:1][C:2]1[CH:21]=[CH:20][C:5]([O:6][C:7]2[C:15]3[C:10](=[CH:11][CH:12]=[CH:13][C:14]=3[N+:16]([O-:18])=[O:17])[N:9]([CH2:29][C:30]([O:32][CH2:33][CH3:34])=[O:31])[C:8]=2[CH3:19])=[CH:4][CH:3]=1. (2) Given the reactants [NH2:1][C:2]1[CH:3]=[C:4]([S:8]([NH2:11])(=[O:10])=[O:9])[CH:5]=[CH:6][CH:7]=1.C([O-])([O-])=O.[K+].[K+].[F:18][C:19]1[CH:27]=[C:26]([C:28]([F:31])([F:30])[F:29])[CH:25]=[C:24]([C:32]([F:35])([F:34])[F:33])[C:20]=1[C:21](Cl)=[O:22].C(OCC)(=O)C, predict the reaction product. The product is: [F:18][C:19]1[CH:27]=[C:26]([C:28]([F:30])([F:31])[F:29])[CH:25]=[C:24]([C:32]([F:33])([F:34])[F:35])[C:20]=1[C:21]([NH:1][C:2]1[CH:7]=[CH:6][CH:5]=[C:4]([S:8](=[O:9])(=[O:10])[NH2:11])[CH:3]=1)=[O:22]. (3) Given the reactants [CH3:1][C:2]1([CH3:17])[C:10]2[C:5](=[CH:6][C:7]([C:11]3[CH:16]=[CH:15][N:14]=[CH:13][CH:12]=3)=[CH:8][CH:9]=2)[NH:4][CH2:3]1.Cl[C:19]1[C:28]2[C:23](=[CH:24][C:25]([F:29])=[CH:26][CH:27]=2)[N:22]=[C:21]([C:30]2[CH:35]=[CH:34][CH:33]=[CH:32][N:31]=2)[C:20]=1[CH3:36].C(=O)([O-])[O-].[Cs+].[Cs+].C1C=CC(P(C2C(C3C(P(C4C=CC=CC=4)C4C=CC=CC=4)=CC=C4C=3C=CC=C4)=C3C(C=CC=C3)=CC=2)C2C=CC=CC=2)=CC=1, predict the reaction product. The product is: [CH3:1][C:2]1([CH3:17])[C:10]2[C:5](=[CH:6][C:7]([C:11]3[CH:12]=[CH:13][N:14]=[CH:15][CH:16]=3)=[CH:8][CH:9]=2)[N:4]([C:19]2[C:28]3[C:23](=[CH:24][C:25]([F:29])=[CH:26][CH:27]=3)[N:22]=[C:21]([C:30]3[CH:35]=[CH:34][CH:33]=[CH:32][N:31]=3)[C:20]=2[CH3:36])[CH2:3]1. (4) Given the reactants [CH3:1][P:2]([O:6][CH3:7])([O:4][CH3:5])=[O:3].[Li]CCCC.[F:13][C:14]1([F:25])[CH2:19][CH2:18][CH:17]([C:20](OCC)=[O:21])[CH2:16][CH2:15]1, predict the reaction product. The product is: [F:13][C:14]1([F:25])[CH2:19][CH2:18][CH:17]([C:20](=[O:21])[CH2:1][P:2](=[O:3])([O:6][CH3:7])[O:4][CH3:5])[CH2:16][CH2:15]1. (5) Given the reactants Cl[C:2]1[C:7]([NH2:8])=[CH:6][C:5]([O:9][CH3:10])=[CH:4][N:3]=1.[C:11]([O:15][CH2:16][CH3:17])(=[O:14])[CH:12]=[CH2:13], predict the reaction product. The product is: [NH2:8][C:7]1[C:2](/[CH:13]=[CH:12]/[C:11]([O:15][CH2:16][CH3:17])=[O:14])=[N:3][CH:4]=[C:5]([O:9][CH3:10])[CH:6]=1.[CH3:10][O:9][C:5]1[CH:6]=[C:7]2[C:2]([CH:13]=[CH:12][C:11](=[O:14])[NH:8]2)=[N:3][CH:4]=1. (6) Given the reactants [C:1](N1C=CN=C1)([N:3]1[CH:7]=[CH:6][N:5]=[CH:4]1)=[O:2].[CH3:13][C:14]1[N:15]=[C:16]([NH2:25])[S:17][C:18]=1[C:19]1[CH:24]=[CH:23][N:22]=[CH:21][CH:20]=1, predict the reaction product. The product is: [CH3:13][C:14]1[N:15]=[C:16]([NH:25][C:1]([N:3]2[CH:7]=[CH:6][N:5]=[CH:4]2)=[O:2])[S:17][C:18]=1[C:19]1[CH:24]=[CH:23][N:22]=[CH:21][CH:20]=1. (7) Given the reactants [CH3:1][N:2]1[CH:11]=[C:10](B2OC(C)(C)C(C)(C)O2)[C:9]2[CH2:8][CH2:7][CH2:6][CH2:5][C:4]=2[C:3]1=[O:21].Br[C:23]1[CH:28]=[C:27]([S:29]([CH3:32])(=[O:31])=[O:30])[CH:26]=[CH:25][C:24]=1[O:33][CH2:34][CH:35]1[CH2:37][CH2:36]1, predict the reaction product. The product is: [CH:35]1([CH2:34][O:33][C:24]2[CH:23]=[CH:28][C:27]([S:29]([CH3:32])(=[O:31])=[O:30])=[CH:26][C:25]=2[C:10]2[C:9]3[CH2:8][CH2:7][CH2:6][CH2:5][C:4]=3[C:3](=[O:21])[N:2]([CH3:1])[CH:11]=2)[CH2:36][CH2:37]1.